This data is from Forward reaction prediction with 1.9M reactions from USPTO patents (1976-2016). The task is: Predict the product of the given reaction. Given the reactants [H-].[Na+].[CH2:3]([O:5][CH2:6][CH2:7][NH:8][C:9](=[O:15])[O:10][C:11]([CH3:14])([CH3:13])[CH3:12])[CH3:4].[CH3:16]I.O, predict the reaction product. The product is: [CH2:3]([O:5][CH2:6][CH2:7][N:8]([CH3:16])[C:9](=[O:15])[O:10][C:11]([CH3:14])([CH3:13])[CH3:12])[CH3:4].